This data is from Reaction yield outcomes from USPTO patents with 853,638 reactions. The task is: Predict the reaction yield, written as a fraction of the theoretical maximum amount of product (1.0 means a 100% yield; for example, 0.34 means a 34% yield). (1) The reactants are [F:1][C:2]([F:16])([F:15])[C:3]1[CH:8]=[CH:7][C:6]([C:9]2(C#N)[CH2:12][CH2:11][CH2:10]2)=[CH:5][CH:4]=1.C[Mg+].[Br-].CC[O:22][CH2:23][CH3:24].O.Cl. The catalyst is C1(C)C=CC=CC=1. The product is [F:1][C:2]([F:15])([F:16])[C:3]1[CH:4]=[CH:5][C:6]([C:9]2([C:23](=[O:22])[CH3:24])[CH2:12][CH2:11][CH2:10]2)=[CH:7][CH:8]=1. The yield is 0.880. (2) The reactants are CO[C:3]([CH:5]1[CH2:7][N:6]1[CH:8]([C:10]1[C:19]2[C:14](=[CH:15][CH:16]=[CH:17][CH:18]=2)[CH:13]=[CH:12][CH:11]=1)[CH3:9])=[O:4].O([Si](C)(C)C)[K].CC(C)(C)C(Cl)=O.[CH2:33]([NH:37][CH2:38][CH2:39][C:40]1[CH:45]=[CH:44][CH:43]=[CH:42][CH:41]=1)[CH2:34][CH:35]=[CH2:36].C(=O)(O)[O-].[Na+]. The catalyst is C1COCC1. The product is [CH2:33]([N:37]([CH2:38][CH2:39][C:40]1[CH:41]=[CH:42][CH:43]=[CH:44][CH:45]=1)[C:3]([CH:5]1[CH2:7][N:6]1[CH:8]([C:10]1[C:19]2[C:14](=[CH:15][CH:16]=[CH:17][CH:18]=2)[CH:13]=[CH:12][CH:11]=1)[CH3:9])=[O:4])[CH2:34][CH:35]=[CH2:36]. The yield is 0.760. (3) The product is [CH3:32][C:17]1[CH:18]=[C:19]([O:21][Si:22]([CH:26]([CH3:27])[CH3:28])([CH:23]([CH3:24])[CH3:25])[CH:29]([CH3:30])[CH3:31])[CH:20]=[C:2]([CH3:1])[C:3]=1[CH2:4][C:5]1[CH:12]=[CH:9][C:8]([O:13][CH2:14][O:41][CH3:40])=[C:7]([OH:15])[CH:6]=1. The reactants are [CH3:1][C:2]1[CH:20]=[C:19]([O:21][Si:22]([CH:29]([CH3:31])[CH3:30])([CH:26]([CH3:28])[CH3:27])[CH:23]([CH3:25])[CH3:24])[CH:18]=[C:17]([CH3:32])[C:3]=1[CH2:4][C:5]1[CH:6]=[C:7]([O:15]C)[C:8]([O:13][CH3:14])=[C:9]([CH:12]=1)C=O.C1C=C(Cl)C=C([C:40](OO)=[O:41])C=1.C(=O)(O)[O-].[Na+]. The yield is 0.420. The catalyst is ClCCl. (4) The reactants are [CH3:1][O:2][C:3]1[CH:4]=[CH:5][C:6]([NH2:9])=[N:7][CH:8]=1.[CH2:10]([O:12][C:13]([N:15]=[C:16]=[S:17])=[O:14])[CH3:11]. The catalyst is O1CCOCC1. The product is [CH2:10]([O:12][C:13]([NH:15][C:16]([NH2:7])=[S:17])=[O:14])[CH3:11].[CH3:1][O:2][C:3]1[CH:4]=[CH:5][C:6]([NH2:9])=[N:7][CH:8]=1. The yield is 1.00. (5) The reactants are C([O:14][C:15]1[C:16]2[C:35](=[O:36])[N:34]([CH2:37][C:38]3[CH:43]=[CH:42][C:41]([F:44])=[CH:40][CH:39]=3)[CH2:33][C:17]=2[C:18]([O:25][S:26]([C:29]([F:32])([F:31])[F:30])(=[O:28])=[O:27])=[C:19]2[C:24]=1[N:23]=[CH:22][CH:21]=[CH:20]2)(C1C=CC=CC=1)C1C=CC=CC=1.FC(F)(F)C(O)=O.C([SiH](CC)CC)C. The catalyst is ClCCl. The product is [F:44][C:41]1[CH:40]=[CH:39][C:38]([CH2:37][N:34]2[C:35](=[O:36])[C:16]3[C:15]([OH:14])=[C:24]4[C:19]([CH:20]=[CH:21][CH:22]=[N:23]4)=[C:18]([O:25][S:26]([C:29]([F:30])([F:31])[F:32])(=[O:28])=[O:27])[C:17]=3[CH2:33]2)=[CH:43][CH:42]=1. The yield is 0.670. (6) The reactants are [Cl:1][C:2]1[CH:11]=[CH:10][CH:9]=[C:8]2[C:3]=1[CH:4]=[CH:5][CH:6]=[N:7]2. The catalyst is C(O)(=O)C.C(OCC)C.[Pt]=O. The product is [Cl:1][C:2]1[CH:11]=[CH:10][CH:9]=[C:8]2[C:3]=1[CH2:4][CH2:5][CH2:6][NH:7]2. The yield is 0.690. (7) The reactants are [Cl:1][C:2]1[CH:3]=[C:4]2[O:8][C:7]([C:9]3[CH:14]=[CH:13][CH:12]=[CH:11][CH:10]=3)=[N:6][C:5]2=[C:15]([C:17]([OH:19])=O)[CH:16]=1.Cl.Cl.[NH2:22][CH:23]1[CH:28]2[CH2:29][CH2:30][N:25]([CH2:26][CH2:27]2)[CH2:24]1. No catalyst specified. The product is [N:25]12[CH2:30][CH2:29][CH:28]([CH2:27][CH2:26]1)[CH:23]([NH:22][C:17]([C:15]1[CH:16]=[C:2]([Cl:1])[CH:3]=[C:4]3[O:8][C:7]([C:9]4[CH:10]=[CH:11][CH:12]=[CH:13][CH:14]=4)=[N:6][C:5]=13)=[O:19])[CH2:24]2. The yield is 0.240. (8) The reactants are [CH:1]([C:5]1[CH:10]=[C:9]([CH3:11])[NH:8][C:7](=[O:12])[C:6]=1[C:13]#[N:14])([CH2:3][CH3:4])[CH3:2].N. The catalyst is CO.[Ni]. The product is [CH:1]([C:5]1[CH:10]=[C:9]([CH3:11])[NH:8][C:7](=[O:12])[C:6]=1[CH2:13][NH2:14])([CH2:3][CH3:4])[CH3:2]. The yield is 0.280. (9) The reactants are [OH:1][C:2]1[CH:7]=[CH:6][CH:5]=[CH:4][C:3]=1[C:8]1[N:17]=[CH:16][C:15]2[CH2:14][CH2:13][C@H:12]3[C@H:18]([CH3:25])[C:19](=[O:24])[CH:20]([C:22]#[N:23])[CH2:21][C@:11]3([C:26]3[CH:31]=[CH:30][CH:29]=[CH:28][CH:27]=3)[C:10]=2[N:9]=1.[Br:32]N1C(C)(C)C(=O)N(Br)C1=O.N1C=CC=CC=1. The catalyst is CC(N(C)C)=O.O. The product is [Br:32][C:5]1[CH:6]=[CH:7][C:2]([OH:1])=[C:3]([C:8]2[N:17]=[CH:16][C:15]3[CH2:14][CH2:13][C@H:12]4[C@H:18]([CH3:25])[C:19](=[O:24])[C:20]([C:22]#[N:23])=[CH:21][C@:11]4([C:26]4[CH:27]=[CH:28][CH:29]=[CH:30][CH:31]=4)[C:10]=3[N:9]=2)[CH:4]=1. The yield is 0.0230. (10) The reactants are [CH3:1][O:2][C:3]1[CH:8]=[CH:7][C:6]([C:9]2[N:10]=[C:11]([NH2:15])[S:12][C:13]=2[CH3:14])=[CH:5][CH:4]=1.[N:16]1([C:21](N2C=CN=C2)=[S:22])[CH:20]=[CH:19][N:18]=[CH:17]1. The catalyst is C(#N)C. The product is [CH3:1][O:2][C:3]1[CH:4]=[CH:5][C:6]([C:9]2[N:10]=[C:11]([NH:15][C:21]([N:16]3[CH:20]=[CH:19][N:18]=[CH:17]3)=[S:22])[S:12][C:13]=2[CH3:14])=[CH:7][CH:8]=1. The yield is 0.870.